Task: Regression. Given two drug SMILES strings and cell line genomic features, predict the synergy score measuring deviation from expected non-interaction effect.. Dataset: Merck oncology drug combination screen with 23,052 pairs across 39 cell lines (1) Drug 1: COc1cccc2c1C(=O)c1c(O)c3c(c(O)c1C2=O)CC(O)(C(=O)CO)CC3OC1CC(N)C(O)C(C)O1. Drug 2: COC1=C2CC(C)CC(OC)C(O)C(C)C=C(C)C(OC(N)=O)C(OC)C=CC=C(C)C(=O)NC(=CC1=O)C2=O. Cell line: HCT116. Synergy scores: synergy=-4.00. (2) Synergy scores: synergy=23.7. Drug 2: CCC1=CC2CN(C1)Cc1c([nH]c3ccccc13)C(C(=O)OC)(c1cc3c(cc1OC)N(C)C1C(O)(C(=O)OC)C(OC(C)=O)C4(CC)C=CCN5CCC31C54)C2. Drug 1: CN1C(=O)C=CC2(C)C3CCC4(C)C(NC(=O)OCC(F)(F)F)CCC4C3CCC12. Cell line: OV90. (3) Drug 1: CN(C)C(=N)N=C(N)N. Drug 2: Cn1nnc2c(C(N)=O)ncn2c1=O. Cell line: PA1. Synergy scores: synergy=1.58. (4) Cell line: LOVO. Drug 1: COC12C(COC(N)=O)C3=C(C(=O)C(C)=C(N)C3=O)N1CC1NC12. Synergy scores: synergy=-0.762. Drug 2: COC1=C2CC(C)CC(OC)C(O)C(C)C=C(C)C(OC(N)=O)C(OC)C=CC=C(C)C(=O)NC(=CC1=O)C2=O. (5) Drug 1: CC(=O)OC1C(=O)C2(C)C(O)CC3OCC3(OC(C)=O)C2C(OC(=O)c2ccccc2)C2(O)CC(OC(=O)C(O)C(NC(=O)c3ccccc3)c3ccccc3)C(C)=C1C2(C)C. Drug 2: Cn1c(=O)n(-c2ccc(C(C)(C)C#N)cc2)c2c3cc(-c4cnc5ccccc5c4)ccc3ncc21. Cell line: SW837. Synergy scores: synergy=0.875. (6) Drug 1: C#Cc1cccc(Nc2ncnc3cc(OCCOC)c(OCCOC)cc23)c1. Drug 2: Cc1nc(Nc2ncc(C(=O)Nc3c(C)cccc3Cl)s2)cc(N2CCN(CCO)CC2)n1. Cell line: HCT116. Synergy scores: synergy=-2.84. (7) Drug 1: O=S1(=O)NC2(CN1CC(F)(F)F)C1CCC2Cc2cc(C=CCN3CCC(C(F)(F)F)CC3)ccc2C1. Drug 2: C#Cc1cccc(Nc2ncnc3cc(OCCOC)c(OCCOC)cc23)c1. Cell line: NCIH23. Synergy scores: synergy=3.61. (8) Drug 1: O=C(NOCC(O)CO)c1ccc(F)c(F)c1Nc1ccc(I)cc1F. Drug 2: NC1CCCCC1N.O=C(O)C(=O)O.[Pt+2]. Cell line: SKOV3. Synergy scores: synergy=6.18. (9) Drug 1: C#Cc1cccc(Nc2ncnc3cc(OCCOC)c(OCCOC)cc23)c1. Drug 2: CC1(c2nc3c(C(N)=O)cccc3[nH]2)CCCN1. Cell line: RKO. Synergy scores: synergy=-5.96.